From a dataset of Full USPTO retrosynthesis dataset with 1.9M reactions from patents (1976-2016). Predict the reactants needed to synthesize the given product. (1) Given the product [Cl:1][C:2]1[CH:25]=[CH:24][C:5]([CH2:6][NH:7][C:8]([C:10]2[C:11](=[O:23])[C:12]3[S:19][C:18]([CH2:20][N:33]([CH2:32][CH:31]([C:28]4[CH:29]=[CH:30][O:26][CH:27]=4)[OH:35])[CH3:34])=[C:17]([CH3:22])[C:13]=3[N:14]([CH3:16])[CH:15]=2)=[O:9])=[CH:4][CH:3]=1, predict the reactants needed to synthesize it. The reactants are: [Cl:1][C:2]1[CH:25]=[CH:24][C:5]([CH2:6][NH:7][C:8]([C:10]2[C:11](=[O:23])[C:12]3[S:19][C:18]([CH2:20]Cl)=[C:17]([CH3:22])[C:13]=3[N:14]([CH3:16])[CH:15]=2)=[O:9])=[CH:4][CH:3]=1.[O:26]1[CH:30]=[CH:29][C:28]([CH:31]([OH:35])[CH2:32][NH:33][CH3:34])=[CH:27]1.C(N(C(C)C)CC)(C)C. (2) Given the product [C:27]([O:26][C:24]([NH:23][CH:18]([CH2:17][C:10]1[CH:11]=[CH:12][C:13]([O:15][CH3:16])=[CH:14][C:9]=1[OH:8])[C:19]([O:21][CH3:22])=[O:20])=[O:25])([CH3:29])([CH3:30])[CH3:28], predict the reactants needed to synthesize it. The reactants are: C([O:8][C:9]1[CH:14]=[C:13]([O:15][CH3:16])[CH:12]=[CH:11][C:10]=1/[CH:17]=[C:18](/[NH:23][C:24]([O:26][C:27]([CH3:30])([CH3:29])[CH3:28])=[O:25])\[C:19]([O:21][CH3:22])=[O:20])C1C=CC=CC=1.